Dataset: Catalyst prediction with 721,799 reactions and 888 catalyst types from USPTO. Task: Predict which catalyst facilitates the given reaction. (1) Reactant: C(OC(OCC)C(=O)CC1C=CC(C)=CC=1)C.[CH:18]1[CH:23]=[CH:22][C:21]([CH2:24][C:25]2[NH:34][C:33]([C:35]3[CH:40]=[CH:39][C:38]([OH:41])=[CH:37][CH:36]=3)=[CH:32][N:31]3[C:26]=2[N:27]=[C:28]([CH2:42][C:43]2[CH:48]=[CH:47][C:46]([OH:49])=[CH:45][CH:44]=2)[C:29]3=[O:30])=[CH:20][CH:19]=1.Cl. Product: [CH:18]1[CH:23]=[CH:22][C:21]([CH2:24][C:25]2[C:26]3[N:31]([CH:32]=[C:33]([C:35]4[CH:36]=[CH:37][C:38]([OH:41])=[CH:39][CH:40]=4)[N:34]=2)[C:29]([OH:30])=[C:28]([CH2:42][C:43]2[CH:48]=[CH:47][C:46]([OH:49])=[CH:45][CH:44]=2)[N:27]=3)=[CH:20][CH:19]=1. The catalyst class is: 38. (2) Reactant: [I:1][C:2]1[CH:7]=[CH:6][N:5]=[C:4]2[NH:8][N:9]=[C:10]([CH:11]([CH3:13])[CH3:12])[C:3]=12.C(=O)([O-])[O-].[Cs+].[Cs+].F[C:21]1[CH:28]=[CH:27][C:24]([C:25]#[N:26])=[CH:23][C:22]=1[CH:29]=[O:30].C(Cl)(Cl)Cl. Product: [CH:29]([C:22]1[CH:23]=[C:24]([CH:27]=[CH:28][C:21]=1[N:8]1[C:4]2=[N:5][CH:6]=[CH:7][C:2]([I:1])=[C:3]2[C:10]([CH:11]([CH3:13])[CH3:12])=[N:9]1)[C:25]#[N:26])=[O:30]. The catalyst class is: 47. (3) Reactant: [CH3:1][C:2]1[CH:10]=[CH:9][C:5]([C:6]([NH2:8])=[O:7])=[CH:4][CH:3]=1.[Cl:11][CH2:12][C:13]([CH2:15]Cl)=O. Product: [Cl:11][CH2:12][C:13]1[N:8]=[C:6]([C:5]2[CH:9]=[CH:10][C:2]([CH3:1])=[CH:3][CH:4]=2)[O:7][CH:15]=1. The catalyst class is: 8. (4) Reactant: [Br:1][C:2]1[N:3]([CH3:31])[C:4]([CH:10]([C:24]2[CH:29]=[CH:28][C:27]([Cl:30])=[CH:26][CH:25]=2)[NH:11][C:12]2[CH:13]=[C:14]([O:22][CH3:23])[C:15]3[N:16]([C:18]([CH3:21])=[N:19][N:20]=3)[CH:17]=2)=[C:5]([C:7]([OH:9])=O)[N:6]=1. Product: [Br:1][C:2]1[N:3]([CH3:31])[C:4]2[CH:10]([C:24]3[CH:29]=[CH:28][C:27]([Cl:30])=[CH:26][CH:25]=3)[N:11]([C:12]3[CH:13]=[C:14]([O:22][CH3:23])[C:15]4[N:16]([C:18]([CH3:21])=[N:19][N:20]=4)[CH:17]=3)[C:7](=[O:9])[C:5]=2[N:6]=1. The catalyst class is: 326.